From a dataset of Peptide-MHC class I binding affinity with 185,985 pairs from IEDB/IMGT. Regression. Given a peptide amino acid sequence and an MHC pseudo amino acid sequence, predict their binding affinity value. This is MHC class I binding data. (1) The peptide sequence is PIINTHSFY. The MHC is HLA-A11:01 with pseudo-sequence HLA-A11:01. The binding affinity (normalized) is 0. (2) The peptide sequence is KWKKKLNQL. The MHC is HLA-B08:02 with pseudo-sequence HLA-B08:02. The binding affinity (normalized) is 0.0847. (3) The peptide sequence is KTAVQMAVF. The MHC is HLA-B57:02 with pseudo-sequence HLA-B57:02. The binding affinity (normalized) is 0.851. (4) The peptide sequence is APGWLIWTY. The MHC is HLA-B51:01 with pseudo-sequence HLA-B51:01. The binding affinity (normalized) is 0.0394. (5) The peptide sequence is NTANPDWDFN. The MHC is HLA-A11:01 with pseudo-sequence HLA-A11:01. The binding affinity (normalized) is 0.162. (6) The peptide sequence is SAIANRLAL. The MHC is H-2-Kb with pseudo-sequence H-2-Kb. The binding affinity (normalized) is 0.489. (7) The peptide sequence is LLYAAEMVEY. The MHC is HLA-A03:01 with pseudo-sequence HLA-A03:01. The binding affinity (normalized) is 0.873. (8) The peptide sequence is FMSDMSSK. The MHC is H-2-Db with pseudo-sequence H-2-Db. The binding affinity (normalized) is 0.0719. (9) The peptide sequence is GYRMYVGGV. The binding affinity (normalized) is 0. The MHC is H-2-Kd with pseudo-sequence H-2-Kd.